The task is: Predict the product of the given reaction.. This data is from Forward reaction prediction with 1.9M reactions from USPTO patents (1976-2016). (1) Given the reactants [CH3:1][C:2]1([CH3:21])[C:10]2[C:5](=[CH:6][C:7]([N+:11]([O-])=O)=[CH:8][CH:9]=2)[N:4]([CH:14]2[CH2:19][CH2:18][N:17]([CH3:20])[CH2:16][CH2:15]2)[CH2:3]1, predict the reaction product. The product is: [CH3:1][C:2]1([CH3:21])[C:10]2[C:5](=[CH:6][C:7]([NH2:11])=[CH:8][CH:9]=2)[N:4]([CH:14]2[CH2:19][CH2:18][N:17]([CH3:20])[CH2:16][CH2:15]2)[CH2:3]1. (2) Given the reactants [F:1][C:2]1[CH:17]=[C:16]([O:18][CH2:19][C:20]2[CH:21]=[N:22][C:23]([O:26][CH3:27])=[CH:24][CH:25]=2)[C:15]([O:28][CH3:29])=[CH:14][C:3]=1[CH2:4][NH:5][C:6]1[C:7]([NH2:13])=[CH:8][C:9]([I:12])=[CH:10][CH:11]=1.[CH:30](OCC)(OCC)OCC, predict the reaction product. The product is: [F:1][C:2]1[CH:17]=[C:16]([O:18][CH2:19][C:20]2[CH:21]=[N:22][C:23]([O:26][CH3:27])=[CH:24][CH:25]=2)[C:15]([O:28][CH3:29])=[CH:14][C:3]=1[CH2:4][N:5]1[C:6]2[CH:11]=[CH:10][C:9]([I:12])=[CH:8][C:7]=2[N:13]=[CH:30]1.